From a dataset of Catalyst prediction with 721,799 reactions and 888 catalyst types from USPTO. Predict which catalyst facilitates the given reaction. Reactant: [CH3:1][C:2]1[CH:18]=[C:17]([CH3:19])[CH:16]=[C:15]([CH3:20])[C:3]=1[C:4]([C:6]1[CH:14]=[CH:13][CH:12]=[CH:11][C:7]=1[C:8](O)=[O:9])=O.O.[NH2:22][NH2:23]. Product: [CH3:1][C:2]1[CH:18]=[C:17]([CH3:19])[CH:16]=[C:15]([CH3:20])[C:3]=1[C:4]1[C:6]2[C:7](=[CH:11][CH:12]=[CH:13][CH:14]=2)[C:8](=[O:9])[NH:23][N:22]=1. The catalyst class is: 14.